From a dataset of NCI-60 drug combinations with 297,098 pairs across 59 cell lines. Regression. Given two drug SMILES strings and cell line genomic features, predict the synergy score measuring deviation from expected non-interaction effect. (1) Drug 1: C1CCC(C1)C(CC#N)N2C=C(C=N2)C3=C4C=CNC4=NC=N3. Drug 2: C1CNP(=O)(OC1)N(CCCl)CCCl. Cell line: A549. Synergy scores: CSS=5.14, Synergy_ZIP=-1.97, Synergy_Bliss=-1.31, Synergy_Loewe=-11.6, Synergy_HSA=-2.01. (2) Drug 1: C1CCC(CC1)NC(=O)N(CCCl)N=O. Drug 2: CC1=C(C=C(C=C1)C(=O)NC2=CC(=CC(=C2)C(F)(F)F)N3C=C(N=C3)C)NC4=NC=CC(=N4)C5=CN=CC=C5. Cell line: HCT116. Synergy scores: CSS=33.0, Synergy_ZIP=7.69, Synergy_Bliss=9.37, Synergy_Loewe=10.2, Synergy_HSA=9.90. (3) Synergy scores: CSS=-2.02, Synergy_ZIP=1.74, Synergy_Bliss=2.31, Synergy_Loewe=-4.29, Synergy_HSA=-3.49. Cell line: T-47D. Drug 2: CS(=O)(=O)OCCCCOS(=O)(=O)C. Drug 1: C1=NC2=C(N=C(N=C2N1C3C(C(C(O3)CO)O)O)F)N. (4) Drug 1: CC1C(C(CC(O1)OC2CC(OC(C2O)C)OC3=CC4=CC5=C(C(=O)C(C(C5)C(C(=O)C(C(C)O)O)OC)OC6CC(C(C(O6)C)O)OC7CC(C(C(O7)C)O)OC8CC(C(C(O8)C)O)(C)O)C(=C4C(=C3C)O)O)O)O. Drug 2: CCC1(CC2CC(C3=C(CCN(C2)C1)C4=CC=CC=C4N3)(C5=C(C=C6C(=C5)C78CCN9C7C(C=CC9)(C(C(C8N6C)(C(=O)OC)O)OC(=O)C)CC)OC)C(=O)OC)O.OS(=O)(=O)O. Cell line: HS 578T. Synergy scores: CSS=52.0, Synergy_ZIP=0.937, Synergy_Bliss=-0.569, Synergy_Loewe=-0.897, Synergy_HSA=-1.52.